This data is from Blood-brain barrier permeability classification from the B3DB database. The task is: Regression/Classification. Given a drug SMILES string, predict its absorption, distribution, metabolism, or excretion properties. Task type varies by dataset: regression for continuous measurements (e.g., permeability, clearance, half-life) or binary classification for categorical outcomes (e.g., BBB penetration, CYP inhibition). Dataset: b3db_classification. The drug is CC[C@H](C(N)=O)N1CCCC1=O. The result is 1 (penetrates BBB).